This data is from M1 muscarinic receptor agonist screen with 61,833 compounds. The task is: Binary Classification. Given a drug SMILES string, predict its activity (active/inactive) in a high-throughput screening assay against a specified biological target. The drug is Clc1n(nc(c1C1c2c([nH]nc2OC(N)=C1C#N)C)C)c1ccccc1. The result is 0 (inactive).